This data is from Reaction yield outcomes from USPTO patents with 853,638 reactions. The task is: Predict the reaction yield, written as a fraction of the theoretical maximum amount of product (1.0 means a 100% yield; for example, 0.34 means a 34% yield). The reactants are Br[C:2]1[CH:3]=[N:4][CH:5]=[N:6][CH:7]=1.[Li]CCCC.[Br:13][C:14]1[CH:15]=[CH:16][C:17]([C:20]([F:32])([F:31])[C:21]([C:23]2[CH:28]=[CH:27][C:26]([F:29])=[CH:25][C:24]=2[F:30])=[O:22])=[N:18][CH:19]=1. The yield is 0.133. The product is [Br:13][C:14]1[CH:15]=[CH:16][C:17]([C:20]([F:31])([F:32])[C:21]([C:23]2[CH:28]=[CH:27][C:26]([F:29])=[CH:25][C:24]=2[F:30])([C:2]2[CH:3]=[N:4][CH:5]=[N:6][CH:7]=2)[OH:22])=[N:18][CH:19]=1. The catalyst is CCOCC.